Dataset: Peptide-MHC class I binding affinity with 185,985 pairs from IEDB/IMGT. Task: Regression. Given a peptide amino acid sequence and an MHC pseudo amino acid sequence, predict their binding affinity value. This is MHC class I binding data. The peptide sequence is FTWQHNYYL. The MHC is HLA-B39:01 with pseudo-sequence HLA-B39:01. The binding affinity (normalized) is 0.0847.